From a dataset of NCI-60 drug combinations with 297,098 pairs across 59 cell lines. Regression. Given two drug SMILES strings and cell line genomic features, predict the synergy score measuring deviation from expected non-interaction effect. (1) Drug 1: CC=C1C(=O)NC(C(=O)OC2CC(=O)NC(C(=O)NC(CSSCCC=C2)C(=O)N1)C(C)C)C(C)C. Drug 2: C1=CN(C=N1)CC(O)(P(=O)(O)O)P(=O)(O)O. Cell line: A549. Synergy scores: CSS=41.5, Synergy_ZIP=3.85, Synergy_Bliss=3.82, Synergy_Loewe=-38.9, Synergy_HSA=0.453. (2) Drug 1: CCC1(CC2CC(C3=C(CCN(C2)C1)C4=CC=CC=C4N3)(C5=C(C=C6C(=C5)C78CCN9C7C(C=CC9)(C(C(C8N6C)(C(=O)OC)O)OC(=O)C)CC)OC)C(=O)OC)O.OS(=O)(=O)O. Drug 2: CC1CCCC2(C(O2)CC(NC(=O)CC(C(C(=O)C(C1O)C)(C)C)O)C(=CC3=CSC(=N3)C)C)C. Cell line: SK-OV-3. Synergy scores: CSS=32.9, Synergy_ZIP=1.05, Synergy_Bliss=-1.62, Synergy_Loewe=-9.29, Synergy_HSA=-0.952. (3) Drug 1: C1=CC(=C2C(=C1NCCNCCO)C(=O)C3=C(C=CC(=C3C2=O)O)O)NCCNCCO. Drug 2: CC1=C(N=C(N=C1N)C(CC(=O)N)NCC(C(=O)N)N)C(=O)NC(C(C2=CN=CN2)OC3C(C(C(C(O3)CO)O)O)OC4C(C(C(C(O4)CO)O)OC(=O)N)O)C(=O)NC(C)C(C(C)C(=O)NC(C(C)O)C(=O)NCCC5=NC(=CS5)C6=NC(=CS6)C(=O)NCCC[S+](C)C)O. Cell line: SF-295. Synergy scores: CSS=70.0, Synergy_ZIP=-1.31, Synergy_Bliss=0.949, Synergy_Loewe=3.11, Synergy_HSA=5.58. (4) Drug 1: C1=NC2=C(N1)C(=S)N=C(N2)N. Drug 2: C1CCC(C(C1)N)N.C(=O)(C(=O)[O-])[O-].[Pt+4]. Cell line: A498. Synergy scores: CSS=13.2, Synergy_ZIP=-6.19, Synergy_Bliss=-5.16, Synergy_Loewe=-8.98, Synergy_HSA=-3.29. (5) Drug 1: CC1OCC2C(O1)C(C(C(O2)OC3C4COC(=O)C4C(C5=CC6=C(C=C35)OCO6)C7=CC(=C(C(=C7)OC)O)OC)O)O. Drug 2: C1=NC2=C(N=C(N=C2N1C3C(C(C(O3)CO)O)F)Cl)N. Cell line: EKVX. Synergy scores: CSS=49.9, Synergy_ZIP=1.61, Synergy_Bliss=1.70, Synergy_Loewe=-14.6, Synergy_HSA=1.84. (6) Drug 1: C1CCC(C1)C(CC#N)N2C=C(C=N2)C3=C4C=CNC4=NC=N3. Drug 2: CC1OCC2C(O1)C(C(C(O2)OC3C4COC(=O)C4C(C5=CC6=C(C=C35)OCO6)C7=CC(=C(C(=C7)OC)O)OC)O)O. Cell line: SNB-75. Synergy scores: CSS=27.7, Synergy_ZIP=0.922, Synergy_Bliss=8.22, Synergy_Loewe=-10.4, Synergy_HSA=4.90. (7) Drug 1: COC1=C(C=C2C(=C1)N=CN=C2NC3=CC(=C(C=C3)F)Cl)OCCCN4CCOCC4. Drug 2: COC1=C2C(=CC3=C1OC=C3)C=CC(=O)O2. Cell line: SW-620. Synergy scores: CSS=8.27, Synergy_ZIP=-2.02, Synergy_Bliss=0.691, Synergy_Loewe=0.463, Synergy_HSA=1.05.